From a dataset of hERG potassium channel inhibition data for cardiac toxicity prediction from Karim et al.. Regression/Classification. Given a drug SMILES string, predict its toxicity properties. Task type varies by dataset: regression for continuous values (e.g., LD50, hERG inhibition percentage) or binary classification for toxic/non-toxic outcomes (e.g., AMES mutagenicity, cardiotoxicity, hepatotoxicity). Dataset: herg_karim. (1) The molecule is CC1=C[C@H]2[C@@H]3C[C@@H](C)[C@](O)(C(=O)CO)[C@@]3(C)C[C@H](O)[C@@H]2[C@@]2(C)Cc3cnn(-c4ccccc4)c3C=C12. The result is 0 (non-blocker). (2) The compound is Cc1ccccc1C(=O)Nc1ccc(C(=O)N2CCCC(O)c3cc(Cl)ccc32)c(C)c1. The result is 0 (non-blocker). (3) The drug is NC(=O)c1cccc(O[C@H]2C[C@@H]3CC[C@H](C2)N3Cc2cccnc2)c1. The result is 1 (blocker). (4) The drug is Fc1cccc(CN2CCN(c3ccc4nnc(C(F)(F)F)n4n3)CC2)c1F. The result is 0 (non-blocker). (5) The drug is CN(C)C[C@H]1CCc2cc(NC(=O)c3ccc(-c4ccc(F)cc4)cc3)ccc2C1. The result is 1 (blocker). (6) The compound is Cn1cncc1C(=O)N(Cc1cc(=O)[nH]c2c(F)c(F)ccc12)c1cccc(Cl)c1. The result is 1 (blocker). (7) The drug is O=C(Nc1cccc(N2CCN(CCCCNS(=O)(=O)CC3CCCCC3)CC2)c1)C1CC1. The result is 1 (blocker). (8) The compound is O=C(/C=C/c1ccc2c(c1)CN(S(=O)(=O)Cc1ccccc1)C2)NO. The result is 0 (non-blocker). (9) The compound is CC(=O)N1CCC(n2cc(Nc3ncc(Cl)c(-c4cnc5ccccn45)n3)cn2)CC1. The result is 1 (blocker). (10) The drug is C[C@](O)(COc1ccc(C#N)cc1)C(=O)Nc1ccc(C#N)c(C(F)(F)F)c1. The result is 0 (non-blocker).